From a dataset of Reaction yield outcomes from USPTO patents with 853,638 reactions. Predict the reaction yield, written as a fraction of the theoretical maximum amount of product (1.0 means a 100% yield; for example, 0.34 means a 34% yield). (1) The reactants are C(N1C=CN=C1)(N1C=CN=C1)=O.[O:13]1[CH2:18][CH2:17][CH:16]([C:19]([OH:21])=O)[CH2:15][CH2:14]1.Cl.[CH3:23][NH:24][O:25][CH3:26]. The catalyst is ClCCl. The product is [CH3:26][O:25][N:24]([CH3:23])[C:19]([CH:16]1[CH2:15][CH2:14][O:13][CH2:18][CH2:17]1)=[O:21]. The yield is 1.14. (2) The reactants are [ClH:1].[NH2:2][CH:3]([C:6]([CH3:9])([CH3:8])[CH3:7])[C:4]#[N:5].Cl.[H][H]. The catalyst is O=[Pt]=O.CO. The product is [ClH:1].[ClH:1].[CH3:7][C:6]([CH3:9])([CH3:8])[CH:3]([NH2:2])[CH2:4][NH2:5]. The yield is 0.790.